From a dataset of Forward reaction prediction with 1.9M reactions from USPTO patents (1976-2016). Predict the product of the given reaction. Given the reactants [F:1][C:2]1[CH:15]=[C:14]([F:16])[CH:13]=[CH:12][C:3]=1[CH2:4][C:5]1[CH:6]=[CH:7][C:8](=[O:11])[NH:9][CH:10]=1.C(O)(C(F)(F)F)=O.[I:24]N1C(=O)CCC1=O.[NH4+].[OH-], predict the reaction product. The product is: [F:1][C:2]1[CH:15]=[C:14]([F:16])[CH:13]=[CH:12][C:3]=1[CH2:4][C:5]1[CH:6]=[C:7]([I:24])[C:8](=[O:11])[NH:9][CH:10]=1.